This data is from Full USPTO retrosynthesis dataset with 1.9M reactions from patents (1976-2016). The task is: Predict the reactants needed to synthesize the given product. (1) Given the product [CH2:16]([O:18][C:19]1[CH:20]=[C:21]([CH:22]2[C:8]([C:9]3[CH:14]=[N:13][CH:12]=[CH:11][N:10]=3)=[C:7]([C:1]3[CH:6]=[CH:5][CH:4]=[CH:3][CH:2]=3)[NH:34][C:32](=[O:33])[NH:31]2)[CH:24]=[C:25]([N+:28]([O-:30])=[O:29])[C:26]=1[OH:27])[CH3:17], predict the reactants needed to synthesize it. The reactants are: [C:1]1([C:7](=O)[CH2:8][C:9]2[CH:14]=[N:13][CH:12]=[CH:11][N:10]=2)[CH:6]=[CH:5][CH:4]=[CH:3][CH:2]=1.[CH2:16]([O:18][C:19]1[CH:20]=[C:21]([CH:24]=[C:25]([N+:28]([O-:30])=[O:29])[C:26]=1[OH:27])[CH:22]=O)[CH3:17].[NH2:31][C:32]([NH2:34])=[O:33].Cl. (2) Given the product [ClH:58].[NH2:49][CH2:48][C@H:45]1[CH2:44][CH2:43][C@H:42]([C:40]([NH:39][C@H:24]([C:25](=[O:38])[NH:26][C:27]2[CH:28]=[CH:29][C:30]([C:33]3[N:34]=[N:35][NH:36][N:37]=3)=[CH:31][CH:32]=2)[CH2:23][C:20]2[CH:21]=[CH:22][C:17]([C:14]3[CH:15]=[CH:16][C:11]([C:9]([NH:8][CH2:7][CH2:6][OH:5])=[O:10])=[CH:12][C:13]=3[CH3:57])=[CH:18][CH:19]=2)=[O:41])[CH2:47][CH2:46]1, predict the reactants needed to synthesize it. The reactants are: C([O:5][CH2:6][CH2:7][NH:8][C:9]([C:11]1[CH:16]=[CH:15][C:14]([C:17]2[CH:22]=[CH:21][C:20]([CH2:23][C@H:24]([NH:39][C:40]([C@H:42]3[CH2:47][CH2:46][C@H:45]([CH2:48][NH:49]C(=O)OC(C)(C)C)[CH2:44][CH2:43]3)=[O:41])[C:25](=[O:38])[NH:26][C:27]3[CH:32]=[CH:31][C:30]([C:33]4[N:34]=[N:35][NH:36][N:37]=4)=[CH:29][CH:28]=3)=[CH:19][CH:18]=2)=[C:13]([CH3:57])[CH:12]=1)=[O:10])(C)(C)C.[ClH:58]. (3) Given the product [F:1][C:2]1[CH:3]=[CH:4][C:5]([N:8]([CH2:32][CH2:33][CH3:34])[C:9]2[C:17]3[O:16][CH2:15][C@@H:14]([NH:18][C:19]4[CH:31]=[CH:30][C:22]5[C@H:23]([CH2:26][C:27]([O-:29])=[O:28])[CH2:24][O:25][C:21]=5[CH:20]=4)[C:13]=3[CH:12]=[CH:11][CH:10]=2)=[N:6][CH:7]=1.[Na+:36], predict the reactants needed to synthesize it. The reactants are: [F:1][C:2]1[CH:3]=[CH:4][C:5]([N:8]([CH2:32][CH2:33][CH3:34])[C:9]2[C:17]3[O:16][CH2:15][C@@H:14]([NH:18][C:19]4[CH:31]=[CH:30][C:22]5[C@H:23]([CH2:26][C:27]([OH:29])=[O:28])[CH2:24][O:25][C:21]=5[CH:20]=4)[C:13]=3[CH:12]=[CH:11][CH:10]=2)=[N:6][CH:7]=1.[OH-].[Na+:36].C(#N)C. (4) Given the product [F:1][C:2]1[CH:7]=[C:6]([F:8])[CH:5]=[CH:4][C:3]=1[C:13]1[CH:18]=[CH:17][CH:16]=[CH:15][CH:14]=1, predict the reactants needed to synthesize it. The reactants are: [F:1][C:2]1[CH:7]=[C:6]([F:8])[CH:5]=[CH:4][C:3]=1B(O)O.Br[C:13]1[CH:18]=[CH:17][CH:16]=[CH:15][CH:14]=1.C(=O)([O-])[O-].[Na+].[Na+].C(OCC)(=O)C.